Dataset: Forward reaction prediction with 1.9M reactions from USPTO patents (1976-2016). Task: Predict the product of the given reaction. Given the reactants [NH:1]1[CH2:5][CH2:4][CH:3]([OH:6])[CH2:2]1.C(N(CC)CC)C.[C:14]([O:18][C:19](O[C:19]([O:18][C:14]([CH3:17])([CH3:16])[CH3:15])=[O:20])=[O:20])([CH3:17])([CH3:16])[CH3:15], predict the reaction product. The product is: [C:14]([O:18][C:19]([N:1]1[CH2:5][CH2:4][CH:3]([OH:6])[CH2:2]1)=[O:20])([CH3:17])([CH3:16])[CH3:15].